This data is from Catalyst prediction with 721,799 reactions and 888 catalyst types from USPTO. The task is: Predict which catalyst facilitates the given reaction. (1) Reactant: COC1C=C(OC)C=CC=1C[N:6]1[CH2:15][CH2:14][C:13]2[C:12](=[O:16])[N:11]([C:17]3[CH:22]=[CH:21][C:20]([O:23][CH2:24][C:25]([F:28])([F:27])[F:26])=[CH:19][CH:18]=3)[C:10]([S:29][CH2:30][CH3:31])=[N:9][C:8]=2[C:7]1=[O:32]. Product: [CH2:30]([S:29][C:10]1[N:11]([C:17]2[CH:22]=[CH:21][C:20]([O:23][CH2:24][C:25]([F:27])([F:28])[F:26])=[CH:19][CH:18]=2)[C:12](=[O:16])[C:13]2[CH2:14][CH2:15][NH:6][C:7](=[O:32])[C:8]=2[N:9]=1)[CH3:31]. The catalyst class is: 106. (2) Reactant: C(N(CC)CC)C.[F:8][C:9]1[C:14]([F:15])=[CH:13][CH:12]=[CH:11][C:10]=1[C@H:16]1[CH2:22][N:21]2[C:23]([CH2:26][C:27]([F:30])([F:29])[F:28])=[CH:24][N:25]=[C:20]2[C@H:19]([NH2:31])[CH2:18][CH2:17]1.Cl[C:33](OC1C=CC([N+]([O-])=O)=CC=1)=[O:34].[Cl-].[Cl-].[O:47]=[C:48]1[N:56]([CH:57]2[CH2:62][CH2:61][NH2+:60][CH2:59][CH2:58]2)[C:55]2[C:50](=[NH+:51][CH:52]=[N:53][CH:54]=2)[NH:49]1.C(=O)([O-])[O-].[Na+].[Na+]. Product: [F:8][C:9]1[C:14]([F:15])=[CH:13][CH:12]=[CH:11][C:10]=1[C@H:16]1[CH2:22][N:21]2[C:23]([CH2:26][C:27]([F:30])([F:28])[F:29])=[CH:24][N:25]=[C:20]2[C@H:19]([NH:31][C:33]([N:60]2[CH2:61][CH2:62][CH:57]([N:56]3[C:55]4[C:50](=[N:51][CH:52]=[N:53][CH:54]=4)[NH:49][C:48]3=[O:47])[CH2:58][CH2:59]2)=[O:34])[CH2:18][CH2:17]1. The catalyst class is: 7. (3) Reactant: [N:1]1[CH:6]=[CH:5][CH:4]=[C:3]([C:7]2[S:8][C:9]([C:12](=[N:14]O)[CH3:13])=[CH:10][N:11]=2)[CH:2]=1.[C:16](=[O:19])([O-])[O-].[Cs+].[Cs+]. Product: [N:1]1[CH:6]=[CH:5][CH:4]=[C:3]([C:7]2[S:8][C:9]([C:12](=[N:14][O:19][C:16]3[N:11]=[CH:7][CH:3]=[CH:2][N:1]=3)[CH3:13])=[CH:10][N:11]=2)[CH:2]=1. The catalyst class is: 10. (4) Reactant: [F:1][C:2]([F:24])([F:23])[C:3]1[CH:22]=[CH:21][CH:20]=[CH:19][C:4]=1[O:5][CH:6]1[CH2:11][CH2:10][N:9]([C:12]2[S:13][C:14]([C:17]#[N:18])=[CH:15][N:16]=2)[CH2:8][CH2:7]1.CCN(CC)CC.[SH2:32].CC[O-].[Na+].C(O)C. Product: [F:24][C:2]([F:23])([F:1])[C:3]1[CH:22]=[CH:21][CH:20]=[CH:19][C:4]=1[O:5][CH:6]1[CH2:11][CH2:10][N:9]([C:12]2[S:13][C:14]([C:17](=[S:32])[NH2:18])=[CH:15][N:16]=2)[CH2:8][CH2:7]1. The catalyst class is: 12. (5) Reactant: [CH:1](=O)[CH2:2][CH2:3][CH2:4][CH2:5][CH2:6][CH2:7][CH2:8][CH2:9]C.[CH:12](OC)([O:15][CH3:16])[O:13][CH3:14].C1(C)C=CC(S(O)(=O)=O)=CC=1. Product: [CH3:14][O:13][CH:12]([O:15][CH3:16])[CH2:1][CH2:2][CH2:3][CH2:4][CH2:5][CH2:6][CH2:7][CH2:8][CH3:9]. The catalyst class is: 5. (6) Reactant: [F:1][C:2]1[CH:7]=[CH:6][CH:5]=[C:4]([F:8])[C:3]=1[C:9]1[S:10][C:11]([NH:36]C(=O)OC(C)(C)C)=[C:12]([C:14](=[O:35])[NH:15][C:16]2[CH:17]=[N:18][N:19]([CH3:34])[C:20]=2[C:21]2[CH2:22][CH2:23][N:24](C(OC(C)(C)C)=O)[CH2:25][CH:26]=2)[N:13]=1.Cl. Product: [NH2:36][C:11]1[S:10][C:9]([C:3]2[C:2]([F:1])=[CH:7][CH:6]=[CH:5][C:4]=2[F:8])=[N:13][C:12]=1[C:14]([NH:15][C:16]1[CH:17]=[N:18][N:19]([CH3:34])[C:20]=1[C:21]1[CH2:22][CH2:23][NH:24][CH2:25][CH:26]=1)=[O:35]. The catalyst class is: 71.